Dataset: Catalyst prediction with 721,799 reactions and 888 catalyst types from USPTO. Task: Predict which catalyst facilitates the given reaction. (1) Reactant: [Cl:1][C:2]1[CH:3]=[CH:4][CH:5]=[C:6]2[C:10]=1[NH:9][C:8](=[O:11])[CH2:7]2.[C:12]1([CH:22]=O)[C:21]2[C:15]([CH:16]=[CH:17][CH:18]=[CH:19][CH:20]=2)=[CH:14][CH:13]=1.N1CCCC1. Product: [C:12]1(/[CH:22]=[C:7]2\[C:8](=[O:11])[NH:9][C:10]3[C:6]\2=[CH:5][CH:4]=[CH:3][C:2]=3[Cl:1])[C:21]2[C:15]([CH:16]=[CH:17][CH:18]=[CH:19][CH:20]=2)=[CH:14][CH:13]=1. The catalyst class is: 8. (2) Reactant: [Cl:1][C:2]1[C:11]([C:12](OCC)=[O:13])=[C:10]([Cl:17])[C:9]2[CH2:8][CH2:7][CH2:6][CH2:5][C:4]=2[N:3]=1.[H-].C([Al+]CC(C)C)C(C)C.CO. Product: [Cl:1][C:2]1[C:11]([CH:12]=[O:13])=[C:10]([Cl:17])[C:9]2[CH2:8][CH2:7][CH2:6][CH2:5][C:4]=2[N:3]=1. The catalyst class is: 4. (3) Reactant: [C:1]1([C:10]2[CH:15]=[CH:14][CH:13]=[CH:12][CH:11]=2)[C:2]([CH2:7][C:8]#[N:9])=[CH:3][CH:4]=[CH:5][CH:6]=1.B.C1COCC1. Product: [C:1]1([C:10]2[CH:15]=[CH:14][CH:13]=[CH:12][CH:11]=2)[CH:6]=[CH:5][CH:4]=[CH:3][C:2]=1[CH2:7][CH2:8][NH2:9]. The catalyst class is: 1. (4) Reactant: [NH2:1][C:2]1[C:3]([CH3:38])=[C:4]([CH:35]=[CH:36][CH:37]=1)[O:5][C:6]1[C:7]([C:23]([NH:25][CH2:26][C:27]2[CH:32]=[CH:31][C:30]([O:33][CH3:34])=[CH:29][CH:28]=2)=[O:24])=[C:8]([NH:14][C:15]2[CH:20]=[CH:19][C:18]([I:21])=[CH:17][C:16]=2[F:22])[N:9]([CH3:13])[C:10](=[O:12])[CH:11]=1.[C:39](Cl)(=[O:42])[CH2:40][CH3:41]. Product: [C:39]([NH:1][C:2]1[C:3]([CH3:38])=[C:4]([CH:35]=[CH:36][CH:37]=1)[O:5][C:6]1[C:7]([C:23]([NH:25][CH2:26][C:27]2[CH:28]=[CH:29][C:30]([O:33][CH3:34])=[CH:31][CH:32]=2)=[O:24])=[C:8]([NH:14][C:15]2[CH:20]=[CH:19][C:18]([I:21])=[CH:17][C:16]=2[F:22])[N:9]([CH3:13])[C:10](=[O:12])[CH:11]=1)(=[O:42])[CH2:40][CH3:41]. The catalyst class is: 272. (5) Reactant: [NH2:1][C:2]1[S:17][C:5]2[CH2:6][N:7]([C:10]([O:12][C:13]([CH3:16])([CH3:15])[CH3:14])=[O:11])[CH2:8][CH2:9][C:4]=2[C:3]=1[C:18]#[N:19].C(N(CC)CC)C.[C:27](OC(=O)C)(=[O:29])[CH3:28]. Product: [C:27]([NH:1][C:2]1[S:17][C:5]2[CH2:6][N:7]([C:10]([O:12][C:13]([CH3:14])([CH3:15])[CH3:16])=[O:11])[CH2:8][CH2:9][C:4]=2[C:3]=1[C:18]#[N:19])(=[O:29])[CH3:28]. The catalyst class is: 204. (6) Reactant: [CH2:1]([S:8][C:9]1[N:14]=[CH:13][C:12]([NH2:15])=[CH:11][C:10]=1[CH3:16])[C:2]1[CH:7]=[CH:6][CH:5]=[CH:4][CH:3]=1.C(N(CC)CC)C.[C:24](OC(=O)C)(=[O:26])[CH3:25]. Product: [CH2:1]([S:8][C:9]1[N:14]=[CH:13][C:12]([NH:15][C:24](=[O:26])[CH3:25])=[CH:11][C:10]=1[CH3:16])[C:2]1[CH:3]=[CH:4][CH:5]=[CH:6][CH:7]=1. The catalyst class is: 1. (7) Reactant: Br[C:2]1[CH:3]=[C:4]([CH:8]([N:12]2[CH:16]=[C:15]([C:17]3[C:18]4[CH:25]=[CH:24][N:23]([CH2:26][O:27][CH2:28][CH2:29][Si:30]([CH3:33])([CH3:32])[CH3:31])[C:19]=4[N:20]=[CH:21][N:22]=3)[CH:14]=[N:13]2)[CH2:9][C:10]#[N:11])[CH:5]=[N:6][CH:7]=1.O1CCOCC1.[C:40]1(B(O)O)[CH:45]=[CH:44][CH:43]=[CH:42][CH:41]=1.C(=O)(O)[O-].[Na+].O. Product: [C:40]1([C:2]2[CH:3]=[C:4]([CH:8]([N:12]3[CH:16]=[C:15]([C:17]4[C:18]5[CH:25]=[CH:24][N:23]([CH2:26][O:27][CH2:28][CH2:29][Si:30]([CH3:33])([CH3:32])[CH3:31])[C:19]=5[N:20]=[CH:21][N:22]=4)[CH:14]=[N:13]3)[CH2:9][C:10]#[N:11])[CH:5]=[N:6][CH:7]=2)[CH:45]=[CH:44][CH:43]=[CH:42][CH:41]=1. The catalyst class is: 73. (8) Reactant: [Li]CCCC.CC(NC(C)C)C.CN(C)CCN(C)C.[Cl:21][C:22]1[CH:27]=[CH:26][C:25]([C:28]2([C:33]3[CH:34]=[C:35]4[C:40](=[CH:41][CH:42]=3)[N:39]=[CH:38][CH:37]=[C:36]4[CH3:43])[O:32][CH2:31][CH2:30][O:29]2)=[CH:24][CH:23]=1.Cl[CH2:45][C:46]1[CH:51]=[CH:50][CH:49]=[CH:48][CH:47]=1. Product: [Cl:21][C:22]1[CH:23]=[CH:24][C:25]([C:28]2([C:33]3[CH:34]=[C:35]4[C:40](=[CH:41][CH:42]=3)[N:39]=[CH:38][CH:37]=[C:36]4[CH2:43][CH2:45][C:46]3[CH:51]=[CH:50][CH:49]=[CH:48][CH:47]=3)[O:29][CH2:30][CH2:31][O:32]2)=[CH:26][CH:27]=1. The catalyst class is: 1. (9) Product: [C:1]([O:4][CH2:5][C:6]1[C:7]([N:21]2[CH2:32][CH2:31][N:30]3[C:23](=[CH:24][C:25]4[CH2:26][C:27]([CH3:34])([CH3:33])[CH2:28][C:29]=43)[C:22]2=[O:35])=[N:8][CH:9]=[CH:10][C:11]=1[C:37]1[CH:38]=[C:39]([NH:45][C:46]2[N:51]=[CH:50][C:49]([N:52]3[CH2:53][CH2:54][N:55]([C:58]([O:60][C:61]([CH3:64])([CH3:63])[CH3:62])=[O:59])[CH2:56][CH2:57]3)=[CH:48][CH:47]=2)[C:40](=[O:44])[N:41]([CH3:43])[CH:42]=1)(=[O:3])[CH3:2]. The catalyst class is: 543. Reactant: [C:1]([O:4][CH2:5][C:6]1[C:7]([N:21]2[CH2:32][CH2:31][N:30]3[C:23](=[CH:24][C:25]4[CH2:26][C:27]([CH3:34])([CH3:33])[CH2:28][C:29]=43)[C:22]2=[O:35])=[N:8][CH:9]=[CH:10][C:11]=1B1OC(C)(C)C(C)(C)O1)(=[O:3])[CH3:2].Br[C:37]1[CH:38]=[C:39]([NH:45][C:46]2[N:51]=[CH:50][C:49]([N:52]3[CH2:57][CH2:56][N:55]([C:58]([O:60][C:61]([CH3:64])([CH3:63])[CH3:62])=[O:59])[CH2:54][CH2:53]3)=[CH:48][CH:47]=2)[C:40](=[O:44])[N:41]([CH3:43])[CH:42]=1.[O-]P([O-])([O-])=O.[K+].[K+].[K+].C([O-])(=O)C.[Na+]. (10) Reactant: [C:1]([CH2:3]P(=O)(OCC)OCC)#[N:2].C[Si]([N-][Si](C)(C)C)(C)C.[Li+].[F:22][CH:23]1[C:28](=O)[CH2:27][CH2:26][O:25][CH2:24]1. Product: [F:22][CH:23]1[C:28](=[CH:3][C:1]#[N:2])[CH2:27][CH2:26][O:25][CH2:24]1. The catalyst class is: 1.